Dataset: Full USPTO retrosynthesis dataset with 1.9M reactions from patents (1976-2016). Task: Predict the reactants needed to synthesize the given product. (1) Given the product [F:7][C:8]1[CH:32]=[CH:31][CH:30]=[CH:29][C:9]=1[O:10][C:11]1[N:16]=[CH:15][C:14]2[N:17]=[C:18]([C:20]3[CH:21]=[C:22]([CH3:28])[C:23]([O:27][CH2:34][C:35]([O:37][C:38]([CH3:41])([CH3:40])[CH3:39])=[O:36])=[C:24]([CH3:26])[CH:25]=3)[O:19][C:13]=2[CH:12]=1, predict the reactants needed to synthesize it. The reactants are: C(=O)([O-])[O-].[K+].[K+].[F:7][C:8]1[CH:32]=[CH:31][CH:30]=[CH:29][C:9]=1[O:10][C:11]1[N:16]=[CH:15][C:14]2[N:17]=[C:18]([C:20]3[CH:25]=[C:24]([CH3:26])[C:23]([OH:27])=[C:22]([CH3:28])[CH:21]=3)[O:19][C:13]=2[CH:12]=1.Br[CH2:34][C:35]([O:37][C:38]([CH3:41])([CH3:40])[CH3:39])=[O:36].O. (2) Given the product [CH2:7]([C:4]1[CH:5]=[CH:6][N:1]=[CH:2][CH:3]=1)[CH2:14][CH2:15][CH:16]([CH3:19])[CH3:17], predict the reactants needed to synthesize it. The reactants are: [N:1]1[CH:6]=[CH:5][C:4]([CH3:7])=[CH:3][CH:2]=1.C([Li])CCC.N1C=[CH:17][C:16]([CH2:19][Li])=[CH:15][CH:14]=1.BrCCC(C)C.